Dataset: Forward reaction prediction with 1.9M reactions from USPTO patents (1976-2016). Task: Predict the product of the given reaction. (1) Given the reactants C([Mg]Cl)CCCCCCC.[CH3:11][Si:12]([C:15]#[CH:16])([CH3:14])[CH3:13].[O:17]=[C:18]1[N:22]([C:23]([O:25][C:26]([CH3:29])([CH3:28])[CH3:27])=[O:24])[C@H:21]([C:30]([O:32][CH3:33])=[O:31])[CH2:20][CH2:19]1, predict the reaction product. The product is: [C:26]([O:25][C:23]([NH:22][C@@H:21]([CH2:20][CH2:19][C:18](=[O:17])[C:16]#[C:15][Si:12]([CH3:14])([CH3:13])[CH3:11])[C:30]([O:32][CH3:33])=[O:31])=[O:24])([CH3:29])([CH3:28])[CH3:27]. (2) The product is: [OH:6][C:7]1[CH:8]=[C:9]([CH:46]=[CH:47][CH:48]=1)[CH2:10][C@@H:11]1[NH:34][C:33](=[O:35])[C@H:32]([CH:36]([CH3:38])[CH3:37])[NH:31][C:30](=[O:39])[C@H:29]([CH3:40])[C@H:28]([O:41][CH3:42])[CH2:27][CH2:26][CH:25]=[CH:24][CH2:23][CH2:22][CH2:21][CH2:20][O:19][C:18](=[O:43])[C@H:17]2[NH:44][N:13]([CH2:14][CH2:15][CH2:16]2)[C:12]1=[O:45]. Given the reactants C([Si](C)(C)[O:6][C:7]1[CH:8]=[C:9]([CH:46]=[CH:47][CH:48]=1)[CH2:10][C@@H:11]1[NH:34][C:33](=[O:35])[C@H:32]([CH:36]([CH3:38])[CH3:37])[NH:31][C:30](=[O:39])[C@H:29]([CH3:40])[C@H:28]([O:41][CH3:42])[CH2:27][CH2:26][CH:25]=[CH:24][CH2:23][CH2:22][CH2:21][CH2:20][O:19][C:18](=[O:43])[C@H:17]2[NH:44][N:13]([CH2:14][CH2:15][CH2:16]2)[C:12]1=[O:45])(C)(C)C.CCCC[N+](CCCC)(CCCC)CCCC.[F-].C(=O)(O)[O-].[Na+], predict the reaction product. (3) Given the reactants [NH2:1][C@@H:2]1[CH2:26][CH2:25][C@@:24]2([CH3:27])[C:4](=[CH:5][CH2:6][C@@H:7]3[C@@H:23]2[CH2:22][CH2:21][C@@:20]2([CH3:28])[C@H:8]3[CH2:9][CH2:10][C@@H:11]2[C@H:12]([CH3:19])[CH2:13][CH2:14][CH2:15][CH:16]([CH3:18])[CH3:17])[CH2:3]1.[ClH:29], predict the reaction product. The product is: [ClH:29].[NH2:1][C@@H:2]1[CH2:26][CH2:25][C@@:24]2([CH3:27])[C:4](=[CH:5][CH2:6][C@@H:7]3[C@@H:23]2[CH2:22][CH2:21][C@@:20]2([CH3:28])[C@H:8]3[CH2:9][CH2:10][C@@H:11]2[C@H:12]([CH3:19])[CH2:13][CH2:14][CH2:15][CH:16]([CH3:18])[CH3:17])[CH2:3]1. (4) Given the reactants C(OC(C)=O)CCC.CCCCCCC.[F:16][C:17]1[CH:18]=[CH:19][C:20]([CH3:37])=[C:21]([C:23]([CH3:36])([CH3:35])[CH2:24][C:25]([OH:34])([C:30]([F:33])([F:32])[F:31])[CH2:26][C:27]([OH:29])=[O:28])[CH:22]=1.C1C2C(=CC=CC=2)[C@@H](N)[C@H]1O, predict the reaction product. The product is: [F:16][C:17]1[CH:18]=[CH:19][C:20]([CH3:37])=[C:21]([C:23]([CH3:35])([CH3:36])[CH2:24][C@:25]([OH:34])([C:30]([F:32])([F:33])[F:31])[CH2:26][C:27]([OH:29])=[O:28])[CH:22]=1. (5) Given the reactants [OH:1][C:2]1[CH:9]=[CH:8][CH:7]=[CH:6][C:3]=1[C:4]#[N:5].C(S(O)(=O)=O)(F)(F)F.C1C(=O)N([I:25])C(=O)C1, predict the reaction product. The product is: [OH:1][C:2]1[CH:9]=[CH:8][C:7]([I:25])=[CH:6][C:3]=1[C:4]#[N:5].